Task: Regression/Classification. Given a drug SMILES string, predict its absorption, distribution, metabolism, or excretion properties. Task type varies by dataset: regression for continuous measurements (e.g., permeability, clearance, half-life) or binary classification for categorical outcomes (e.g., BBB penetration, CYP inhibition). For this dataset (solubility_aqsoldb), we predict Y.. Dataset: Aqueous solubility values for 9,982 compounds from the AqSolDB database (1) The molecule is CCCCCCCCOS(=O)(=O)[O-].[Na+]. The Y is 0.287 log mol/L. (2) The drug is C#CC(C)(C)C. The Y is -2.61 log mol/L. (3) The Y is -1.88 log mol/L. The drug is C=CC(=O)OC(C)COCC(C)OCC(C)OC(=O)C=C. (4) The compound is CC(C)CCOC(=O)c1ccccc1C(=O)OCCC(C)C. The Y is -5.44 log mol/L.